From a dataset of NCI-60 drug combinations with 297,098 pairs across 59 cell lines. Regression. Given two drug SMILES strings and cell line genomic features, predict the synergy score measuring deviation from expected non-interaction effect. (1) Drug 1: C1=CC=C(C(=C1)C(C2=CC=C(C=C2)Cl)C(Cl)Cl)Cl. Drug 2: CC1CCCC2(C(O2)CC(NC(=O)CC(C(C(=O)C(C1O)C)(C)C)O)C(=CC3=CSC(=N3)C)C)C. Cell line: A498. Synergy scores: CSS=36.6, Synergy_ZIP=3.33, Synergy_Bliss=2.37, Synergy_Loewe=-27.7, Synergy_HSA=-0.667. (2) Drug 1: CC12CCC3C(C1CCC2=O)CC(=C)C4=CC(=O)C=CC34C. Drug 2: CCC1=C2CN3C(=CC4=C(C3=O)COC(=O)C4(CC)O)C2=NC5=C1C=C(C=C5)O. Cell line: SR. Synergy scores: CSS=76.8, Synergy_ZIP=-0.525, Synergy_Bliss=-1.39, Synergy_Loewe=-5.48, Synergy_HSA=-0.378. (3) Drug 1: CN1C(=O)N2C=NC(=C2N=N1)C(=O)N. Drug 2: CC1CC(C(C(C=C(C(C(C=CC=C(C(=O)NC2=CC(=O)C(=C(C1)C2=O)OC)C)OC)OC(=O)N)C)C)O)OC. Cell line: OVCAR3. Synergy scores: CSS=33.6, Synergy_ZIP=10.7, Synergy_Bliss=6.68, Synergy_Loewe=-20.7, Synergy_HSA=1.93.